From a dataset of Catalyst prediction with 721,799 reactions and 888 catalyst types from USPTO. Predict which catalyst facilitates the given reaction. (1) Product: [Cl:17][C:15]1[CH:14]=[CH:13][C:12]([F:18])=[C:11]([C:9]2[O:8][N:7]=[C:6]([CH:4]=[O:3])[CH:10]=2)[CH:16]=1. The catalyst class is: 4. Reactant: C([O:3][C:4]([C:6]1[CH:10]=[C:9]([C:11]2[CH:16]=[C:15]([Cl:17])[CH:14]=[CH:13][C:12]=2[F:18])[O:8][N:7]=1)=O)C.[H-].C([Al+]CC(C)C)C(C)C. (2) Reactant: [CH2:1]([O:3][CH:4]([O:21][CH2:22][CH3:23])[C:5]1[O:13][C:12]2[C:11]([C:14]3[CH:15]=[C:16]([OH:20])[CH:17]=[CH:18][CH:19]=3)=[CH:10][N:9]=[CH:8][C:7]=2[CH:6]=1)[CH3:2].Br[C:25]1[CH:30]=[CH:29][N:28]=[CH:27][CH:26]=1.C(=O)([O-])[O-].[Cs+].[Cs+].[I-].[K+]. Product: [CH2:22]([O:21][CH:4]([O:3][CH2:1][CH3:2])[C:5]1[O:13][C:12]2[C:11]([C:14]3[CH:19]=[CH:18][CH:17]=[C:16]([O:20][C:25]4[CH:30]=[CH:29][N:28]=[CH:27][CH:26]=4)[CH:15]=3)=[CH:10][N:9]=[CH:8][C:7]=2[CH:6]=1)[CH3:23]. The catalyst class is: 16. (3) Reactant: C(OC(=O)[NH:7][C:8]1[CH:13]=[CH:12][CH:11]=[C:10]([C:14]#[N:15])[N:9]=1)(C)(C)C.C(O)(C(F)(F)F)=O. Product: [NH2:7][C:8]1[N:9]=[C:10]([C:14]#[N:15])[CH:11]=[CH:12][CH:13]=1. The catalyst class is: 4. (4) Reactant: [Cl:1][C:2]1[CH:29]=[CH:28][C:5]2[NH:6][C:7]([C@@H:9]([NH:11][C:12](=[O:27])[C:13]3[CH:18]=[CH:17][C:16]([N:19]4[CH2:24][CH2:23][S:22][CH2:21][C:20]4=[O:25])=[C:15]([CH3:26])[CH:14]=3)[CH3:10])=[N:8][C:4]=2[CH:3]=1.ClC1C=CC=C(C(OO)=[O:38])C=1.C(=O)([O-])O.[Na+]. Product: [Cl:1][C:2]1[CH:29]=[CH:28][C:5]2[NH:6][C:7]([C@@H:9]([NH:11][C:12](=[O:27])[C:13]3[CH:18]=[CH:17][C:16]([N:19]4[CH2:24][CH2:23][S:22](=[O:38])[CH2:21][C:20]4=[O:25])=[C:15]([CH3:26])[CH:14]=3)[CH3:10])=[N:8][C:4]=2[CH:3]=1. The catalyst class is: 411. (5) Reactant: [Cl:1]([OH:5])(=[O:4])(=[O:3])=[O:2].[C:6]([O:9]C(=O)C)(=[O:8])[CH3:7]. Product: [Cl:1]([OH:5])(=[O:4])(=[O:3])=[O:2].[C:6]([OH:9])(=[O:8])[CH3:7]. The catalyst class is: 15. (6) Reactant: [NH2:1][C:2]1[CH:9]=[CH:8][CH:7]=[C:6]([Cl:10])[C:3]=1[CH:4]=[O:5].[F:11][C:12]1[CH:17]=[CH:16][C:15]([Mg]Br)=[CH:14][CH:13]=1. Product: [NH2:1][C:2]1[CH:9]=[CH:8][CH:7]=[C:6]([Cl:10])[C:3]=1[CH:4]([C:15]1[CH:16]=[CH:17][C:12]([F:11])=[CH:13][CH:14]=1)[OH:5]. The catalyst class is: 13. (7) Reactant: C(OC([NH:8][CH2:9][C@H:10]1[CH2:15][CH2:14][C@H:13]([C:16]([NH:18][C@@H:19]([CH2:43][C:44]2[CH:49]=[CH:48][C:47]([C:50]3[CH:55]=[CH:54][C:53]([C:56](=[O:66])[N:57]([CH3:65])[CH:58]4[CH2:63][CH2:62][N:61]([CH3:64])[CH2:60][CH2:59]4)=[CH:52][C:51]=3[CH3:67])=[CH:46][CH:45]=2)[C:20]([NH:22][C:23]2[CH:28]=[CH:27][C:26]([C:29]3[NH:30][C:31]([C:34]([F:42])([F:41])[C:35]([F:40])([F:39])[C:36]([OH:38])=[O:37])=[N:32][N:33]=3)=[CH:25][CH:24]=2)=[O:21])=[O:17])[CH2:12][CH2:11]1)=O)(C)(C)C.[ClH:68].C(#N)C. Product: [ClH:68].[NH2:8][CH2:9][C@H:10]1[CH2:11][CH2:12][C@H:13]([C:16]([NH:18][C@@H:19]([CH2:43][C:44]2[CH:45]=[CH:46][C:47]([C:50]3[CH:55]=[CH:54][C:53]([C:56](=[O:66])[N:57]([CH3:65])[CH:58]4[CH2:59][CH2:60][N:61]([CH3:64])[CH2:62][CH2:63]4)=[CH:52][C:51]=3[CH3:67])=[CH:48][CH:49]=2)[C:20]([NH:22][C:23]2[CH:28]=[CH:27][C:26]([C:29]3[NH:30][C:31]([C:34]([F:42])([F:41])[C:35]([F:39])([F:40])[C:36]([OH:38])=[O:37])=[N:32][N:33]=3)=[CH:25][CH:24]=2)=[O:21])=[O:17])[CH2:14][CH2:15]1. The catalyst class is: 12. (8) Reactant: Cl[C:2]1[N:7]=[C:6]([NH:8][C:9]2[S:10][C:11]3[CH:17]=[C:16]([O:18][CH2:19][CH3:20])[CH:15]=[CH:14][C:12]=3[N:13]=2)[CH:5]=[C:4]([C:21]([F:30])([F:29])[C:22]2[CH:27]=[CH:26][C:25]([F:28])=[CH:24][CH:23]=2)[N:3]=1.[NH2:31][C:32]1[CH:37]=[CH:36][C:35]([S:38]([NH:41][C:42](=[O:44])[CH3:43])(=[O:40])=[O:39])=[CH:34][CH:33]=1.O.C1(C)C=CC(S(O)(=O)=O)=CC=1. Product: [F:29][C:21]([F:30])([C:22]1[CH:27]=[CH:26][C:25]([F:28])=[CH:24][CH:23]=1)[C:4]1[CH:5]=[C:6]([NH:8][C:9]2[S:10][C:11]3[CH:17]=[C:16]([O:18][CH2:19][CH3:20])[CH:15]=[CH:14][C:12]=3[N:13]=2)[N:7]=[C:2]([NH:31][C:32]2[CH:37]=[CH:36][C:35]([S:38]([NH:41][C:42](=[O:44])[CH3:43])(=[O:40])=[O:39])=[CH:34][CH:33]=2)[N:3]=1. The catalyst class is: 10. (9) Reactant: [C:1]([O:5][C:6](=[O:25])[CH2:7][O:8][C:9]1[CH:24]=[CH:23][CH:22]=[CH:21][C:10]=1[C:11]([O:13]CC1C=CC=CC=1)=[O:12])([CH3:4])([CH3:3])[CH3:2]. Product: [C:1]([O:5][C:6](=[O:25])[CH2:7][O:8][C:9]1[CH:24]=[CH:23][CH:22]=[CH:21][C:10]=1[C:11]([OH:13])=[O:12])([CH3:4])([CH3:2])[CH3:3]. The catalyst class is: 354. (10) Reactant: [CH2:1]([O:8][C:9]1[CH:14]=[CH:13][C:12]([C:15]([C:20]2[CH:33]=[CH:32][C:23]([O:24][CH2:25][C:26](N(OC)C)=[O:27])=[C:22]([CH3:34])[CH:21]=2)([CH2:18][CH3:19])[CH2:16][CH3:17])=[CH:11][C:10]=1[CH3:35])[C:2]1[CH:7]=[CH:6][CH:5]=[CH:4][CH:3]=1.[CH:36]([Mg]Cl)([CH3:38])[CH3:37]. Product: [CH2:1]([O:8][C:9]1[CH:14]=[CH:13][C:12]([C:15]([C:20]2[CH:33]=[CH:32][C:23]([O:24][CH2:25][C:26](=[O:27])[CH:36]([CH3:38])[CH3:37])=[C:22]([CH3:34])[CH:21]=2)([CH2:18][CH3:19])[CH2:16][CH3:17])=[CH:11][C:10]=1[CH3:35])[C:2]1[CH:3]=[CH:4][CH:5]=[CH:6][CH:7]=1. The catalyst class is: 1.